From a dataset of Reaction yield outcomes from USPTO patents with 853,638 reactions. Predict the reaction yield, written as a fraction of the theoretical maximum amount of product (1.0 means a 100% yield; for example, 0.34 means a 34% yield). (1) The reactants are [N:1]([CH2:4][C:5]([C:7]1[CH:12]=[CH:11][CH:10]=[CH:9][C:8]=1[OH:13])=[O:6])=[N+]=[N-].[N:14]([C:17]1[CH:26]=[CH:25][C:20]2[O:21][CH2:22][CH2:23][O:24][C:19]=2[CH:18]=1)=[C:15]=S.C1C=CC(P(C2C=CC=CC=2)C2C=CC=CC=2)=CC=1.[N-]=[N+]=[N-].O1C2C=CC(NC3OC(C4C=CC=CC=4[N+]([O-])=O)=CN=3)=CC=2OCC1.[ClH:74].CCOCC. The catalyst is O1CCOCC1.CCOC(C)=O. The product is [Cl-:74].[O:21]1[C:20]2[CH:25]=[CH:26][C:17]([NH2+:14][C:15]3[O:6][C:5]([C:7]4[CH:12]=[CH:11][CH:10]=[CH:9][C:8]=4[OH:13])=[CH:4][N:1]=3)=[CH:18][C:19]=2[O:24][CH2:23][CH2:22]1. The yield is 0.330. (2) The product is [CH2:16]([O:14][C:13]([CH:10]1[CH2:11][CH2:12][N:7]([CH3:6])[CH2:8][CH2:9]1)=[O:15])[CH3:17]. The reactants are S(Cl)(Cl)=O.Cl.[CH3:6][N:7]1[CH2:12][CH2:11][CH:10]([C:13]([OH:15])=[O:14])[CH2:9][CH2:8]1.[CH2:16](O)[CH3:17]. The yield is 1.00. No catalyst specified. (3) The reactants are C[O:2][C:3](=[O:24])[CH2:4][C:5]1[CH:10]=[C:9]([CH3:11])[C:8]([O:12][C:13]2[N:14]=[N:15][C:16]([Cl:22])=[C:17]([CH:19]([CH3:21])[CH3:20])[CH:18]=2)=[C:7]([Cl:23])[CH:6]=1.[OH-].[Na+]. The catalyst is CO. The product is [Cl:23][C:7]1[CH:6]=[C:5]([CH2:4][C:3]([OH:24])=[O:2])[CH:10]=[C:9]([CH3:11])[C:8]=1[O:12][C:13]1[N:14]=[N:15][C:16]([Cl:22])=[C:17]([CH:19]([CH3:21])[CH3:20])[CH:18]=1. The yield is 1.00.